This data is from Reaction yield outcomes from USPTO patents with 853,638 reactions. The task is: Predict the reaction yield, written as a fraction of the theoretical maximum amount of product (1.0 means a 100% yield; for example, 0.34 means a 34% yield). The reactants are [Cl:1][C:2]1[CH:7]=[CH:6][C:5]([O:8][C:9]2[CH:14]=[CH:13][C:12]([CH2:15][CH2:16][OH:17])=[CH:11][CH:10]=2)=[CH:4][C:3]=1[C:18]([F:21])([F:20])[F:19].[N:22]#[C:23][NH2:24].[F:25][C:26]([F:32])([F:31])[S:27]([OH:30])(=[O:29])=[O:28]. The catalyst is C1COCC1. The product is [OH:30][S:27]([C:26]([F:32])([F:31])[F:25])(=[O:29])=[O:28].[C:23](=[NH:22])([O:17][CH2:16][CH2:15][C:12]1[CH:11]=[CH:10][C:9]([O:8][C:5]2[CH:6]=[CH:7][C:2]([Cl:1])=[C:3]([C:18]([F:19])([F:20])[F:21])[CH:4]=2)=[CH:14][CH:13]=1)[NH2:24]. The yield is 0.628.